From a dataset of Reaction yield outcomes from USPTO patents with 853,638 reactions. Predict the reaction yield, written as a fraction of the theoretical maximum amount of product (1.0 means a 100% yield; for example, 0.34 means a 34% yield). (1) The reactants are B(Br)(Br)Br.[Cl:5][C:6]1[CH:37]=[CH:36][C:9]([O:10][CH:11]2[CH2:14][N:13]([C:15]([CH3:35])([CH3:34])[CH2:16][CH2:17][C:18]([C:28]3[CH:33]=[CH:32][CH:31]=[CH:30][CH:29]=3)([C:22]3[CH:27]=[CH:26][CH:25]=[CH:24][CH:23]=3)[C:19]([NH2:21])=[O:20])[CH2:12]2)=[CH:8][C:7]=1[O:38]C. The catalyst is ClCCl. The product is [Cl:5][C:6]1[CH:37]=[CH:36][C:9]([O:10][CH:11]2[CH2:12][N:13]([C:15]([CH3:34])([CH3:35])[CH2:16][CH2:17][C:18]([C:28]3[CH:33]=[CH:32][CH:31]=[CH:30][CH:29]=3)([C:22]3[CH:27]=[CH:26][CH:25]=[CH:24][CH:23]=3)[C:19]([NH2:21])=[O:20])[CH2:14]2)=[CH:8][C:7]=1[OH:38]. The yield is 0.930. (2) The reactants are [C:1]([O:5][C:6](=[O:26])[NH:7][C:8]1[S:9][C:10]2[CH:16]=[C:15]([CH:17]=[O:18])[CH:14]=[C:13]([C:19]3[CH:24]=[CH:23][CH:22]=[C:21]([Cl:25])[CH:20]=3)[C:11]=2[N:12]=1)([CH3:4])([CH3:3])[CH3:2].[BH4-].[Na+].O.Cl. The catalyst is ClCCl.CO. The product is [C:1]([O:5][C:6](=[O:26])[NH:7][C:8]1[S:9][C:10]2[CH:16]=[C:15]([CH2:17][OH:18])[CH:14]=[C:13]([C:19]3[CH:24]=[CH:23][CH:22]=[C:21]([Cl:25])[CH:20]=3)[C:11]=2[N:12]=1)([CH3:4])([CH3:2])[CH3:3]. The yield is 0.880. (3) The reactants are [CH2:1]([C@@:4]1([C:20]2[CH:25]=[CH:24][CH:23]=[CH:22][CH:21]=2)[O:9][C:8](=[O:10])[N:7]([C@H:11]([C:13]2[CH:18]=[CH:17][C:16]([Br:19])=[CH:15][CH:14]=2)[CH3:12])[CH2:6][CH2:5]1)[CH:2]=C.[O:26]=[O+][O-].[BH4-].[Na+]. The catalyst is C(Cl)Cl. The product is [Br:19][C:16]1[CH:17]=[CH:18][C:13]([C@@H:11]([N:7]2[CH2:6][CH2:5][C@:4]([CH2:1][CH2:2][OH:26])([C:20]3[CH:21]=[CH:22][CH:23]=[CH:24][CH:25]=3)[O:9][C:8]2=[O:10])[CH3:12])=[CH:14][CH:15]=1. The yield is 0.840. (4) The reactants are [O:1]1[CH2:5][CH2:4][O:3][CH:2]1[C:6]1[CH:10]=[CH:9][S:8][CH:7]=1.C([Li])CCC.CN([CH:19]=[O:20])C.[Cl-].[NH4+]. The catalyst is C1COCC1. The product is [O:1]1[CH2:5][CH2:4][O:3][CH:2]1[C:6]1[CH:10]=[CH:9][S:8][C:7]=1[CH:19]=[O:20]. The yield is 0.624. (5) The product is [CH3:1][O:2][N:3]=[CH:4][C:5]1[CH:10]=[CH:9][C:8]([N+:11]([O-:13])=[O:12])=[C:7]([O:14][Si:23]([CH:27]([CH3:29])[CH3:28])([CH:24]([CH3:26])[CH3:25])[CH:20]([CH3:22])[CH3:21])[CH:6]=1. The catalyst is CN(C)C=O.CN(C)C1C=CN=CC=1.C(OCC)C. The reactants are [CH3:1][O:2][N:3]=[CH:4][C:5]1[CH:10]=[CH:9][C:8]([N+:11]([O-:13])=[O:12])=[C:7]([OH:14])[CH:6]=1.N1C=CN=C1.[CH:20]([Si:23](Cl)([CH:27]([CH3:29])[CH3:28])[CH:24]([CH3:26])[CH3:25])([CH3:22])[CH3:21]. The yield is 0.700. (6) The reactants are [Cl:1][C:2]1[CH:7]=[CH:6][C:5]([C:8]2([CH2:33][OH:34])[CH2:13][CH2:12][N:11]([C:14]3[C:15]4[N:16]([N:20]=[C:21]([NH:23][C:24]5[CH:25]=[N:26][N:27]([CH2:29][C:30](O)=[O:31])[CH:28]=5)[N:22]=4)[CH:17]=[CH:18][CH:19]=3)[CH2:10][CH2:9]2)=[CH:4][CH:3]=1.CN(C(ON1N=NC2C=CC=NC1=2)=[N+](C)C)C.F[P-](F)(F)(F)(F)F.CCN(C(C)C)C(C)C.[N:68]1([CH2:74][CH2:75][C:76]([O:78][CH3:79])=[O:77])[CH2:73][CH2:72][NH:71][CH2:70][CH2:69]1.C(O)=O. The catalyst is CN(C)C=O.CC#N.O. The product is [Cl:1][C:2]1[CH:3]=[CH:4][C:5]([C:8]2([CH2:33][OH:34])[CH2:9][CH2:10][N:11]([C:14]3[C:15]4[N:16]([N:20]=[C:21]([NH:23][C:24]5[CH:25]=[N:26][N:27]([CH2:29][C:30]([N:71]6[CH2:70][CH2:69][N:68]([CH2:74][CH2:75][C:76]([O:78][CH3:79])=[O:77])[CH2:73][CH2:72]6)=[O:31])[CH:28]=5)[N:22]=4)[CH:17]=[CH:18][CH:19]=3)[CH2:12][CH2:13]2)=[CH:6][CH:7]=1. The yield is 0.0800. (7) The reactants are [CH2:1]([C:3]1[CH:4]=[C:5]2[C:9](=[CH:10][C:11]=1[N+:12]([O-])=O)[NH:8][CH:7]=[CH:6]2)[CH3:2]. The catalyst is [Ni]. The product is [CH2:1]([C:3]1[CH:4]=[C:5]2[C:9](=[CH:10][C:11]=1[NH2:12])[NH:8][CH:7]=[CH:6]2)[CH3:2]. The yield is 0.480.